This data is from Full USPTO retrosynthesis dataset with 1.9M reactions from patents (1976-2016). The task is: Predict the reactants needed to synthesize the given product. (1) The reactants are: [CH3:1][O:2][CH2:3][C:4]1[CH:11]=[CH:10][CH:9]=[CH:8][C:5]=1[CH2:6]Br.CN(C)C(=O)C.[CH:18]1([C:24](Cl)=[O:25])[CH2:23][CH2:22][CH2:21][CH2:20][CH2:19]1. Given the product [CH:18]1([C:24](=[O:25])[CH2:6][C:5]2[CH:8]=[CH:9][CH:10]=[CH:11][C:4]=2[CH2:3][O:2][CH3:1])[CH2:23][CH2:22][CH2:21][CH2:20][CH2:19]1, predict the reactants needed to synthesize it. (2) The reactants are: [Cl:1][C:2]1[N:7]2[N:8]=[C:9]([C:11]([O-:13])=[O:12])[CH:10]=[C:6]2[N:5]=[C:4]([CH3:14])[C:3]=1[CH:15]([OH:21])[C:16]([O:18][CH2:19][CH3:20])=[O:17].[CH3:22][C:23](OI1(OC(C)=O)(OC(C)=O)OC(=O)C2C=CC=CC1=2)=O. Given the product [Cl:1][C:2]1[N:7]2[N:8]=[C:9]([C:11]([O:13][CH2:22][CH3:23])=[O:12])[CH:10]=[C:6]2[N:5]=[C:4]([CH3:14])[C:3]=1[C:15](=[O:21])[C:16]([O:18][CH2:19][CH3:20])=[O:17], predict the reactants needed to synthesize it.